From a dataset of Reaction yield outcomes from USPTO patents with 853,638 reactions. Predict the reaction yield, written as a fraction of the theoretical maximum amount of product (1.0 means a 100% yield; for example, 0.34 means a 34% yield). (1) The catalyst is C1(C)C=CC=CC=1. The reactants are C([N:8]1[CH2:12][C@H:11]([C:13]2[CH:18]=[CH:17][C:16]([F:19])=[C:15]([F:20])[CH:14]=2)[C@@H:10]([C@@H:21]([O:23][C:24]2[CH:31]=[CH:30][C:27]([C:28]#[N:29])=[CH:26][N:25]=2)[CH3:22])[CH2:9]1)C1C=CC=CC=1.ClC(OC(Cl)C)=O.CCN(C(C)C)C(C)C. The product is [F:20][C:15]1[CH:14]=[C:13]([C@H:11]2[CH2:12][NH:8][CH2:9][C@@H:10]2[C@@H:21]([O:23][C:24]2[CH:31]=[CH:30][C:27]([C:28]#[N:29])=[CH:26][N:25]=2)[CH3:22])[CH:18]=[CH:17][C:16]=1[F:19]. The yield is 0.850. (2) The reactants are [CH3:1][C@H:2]1[CH2:7][NH:6][CH2:5][CH2:4][NH:3]1.Br[C:9]1[CH:14]=[CH:13][CH:12]=[CH:11][N:10]=1. No catalyst specified. The product is [CH3:1][C@@H:2]1[NH:3][CH2:4][CH2:5][N:6]([C:9]2[CH:14]=[CH:13][CH:12]=[CH:11][N:10]=2)[CH2:7]1. The yield is 0.670. (3) The reactants are [Br:1][C:2]1[CH:3]=[C:4]([NH:8][C:9]2[C:10]3[C:17]4[CH2:18][CH2:19][CH:20]([C:22]([O:24]CC)=[O:23])[CH2:21][C:16]=4[S:15][C:11]=3[N:12]=[CH:13][N:14]=2)[CH:5]=[CH:6][CH:7]=1.[OH-].[Na+]. The catalyst is CO.C1COCC1. The product is [Br:1][C:2]1[CH:3]=[C:4]([NH:8][C:9]2[C:10]3[C:17]4[CH2:18][CH2:19][CH:20]([C:22]([OH:24])=[O:23])[CH2:21][C:16]=4[S:15][C:11]=3[N:12]=[CH:13][N:14]=2)[CH:5]=[CH:6][CH:7]=1. The yield is 0.870. (4) The reactants are [CH3:1]/[C:2](=[CH:9]\[C:10]1[CH:15]=[CH:14][CH:13]=[CH:12][CH:11]=1)/[CH2:3][CH2:4][C:5](OC)=[O:6].[H-].[Al+3].[Li+].[H-].[H-].[H-]. The catalyst is C1COCC1. The product is [CH3:1]/[C:2](=[CH:9]\[C:10]1[CH:15]=[CH:14][CH:13]=[CH:12][CH:11]=1)/[CH2:3][CH2:4][CH2:5][OH:6]. The yield is 1.00. (5) The catalyst is COCCOC.O. The product is [O:41]1[C:42]2=[CH:52][CH:51]=[CH:50][C:49]2=[CH:43][CH:44]=[C:45]1[N:13]([C:14]1[CH:15]=[CH:16][CH:17]=[CH:18][CH:19]=1)[C:12]([CH:11]([NH:22][C:23]1[CH:31]=[CH:30][C:26]([C:27]([OH:29])=[O:28])=[CH:25][CH:24]=1)[C:8]1[CH:7]=[CH:6][C:5]([C:1]([CH3:4])([CH3:2])[CH3:3])=[CH:10][CH:9]=1)=[O:21]. The reactants are [C:1]([C:5]1[CH:10]=[CH:9][C:8]([CH:11]([NH:22][C:23]2[CH:31]=[CH:30][C:26]([C:27]([OH:29])=[O:28])=[CH:25][CH:24]=2)[C:12](=[O:21])[NH:13][C:14]2[CH:19]=[CH:18][C:17](I)=[CH:16][CH:15]=2)=[CH:7][CH:6]=1)([CH3:4])([CH3:3])[CH3:2].C(O)C.C([O-])([O-])=O.[Na+].[Na+].[O:41]1[C:45](B(O)O)=[CH:44][C:43]2[CH:49]=[CH:50][CH:51]=[CH:52][C:42]1=2. The yield is 1.00. (6) The reactants are [CH2:1]([O:8][C:9]1[CH:14]=[CH:13][C:12](Br)=[C:11]([O:16][C:17]([F:20])([F:19])[F:18])[CH:10]=1)[C:2]1[CH:7]=[CH:6][CH:5]=[CH:4][CH:3]=1.C([Li])CCC.C[O:27][B:28](OC)[O:29]C. The catalyst is C1COCC1. The product is [CH2:1]([O:8][C:9]1[CH:14]=[CH:13][C:12]([B:28]([OH:29])[OH:27])=[C:11]([O:16][C:17]([F:20])([F:19])[F:18])[CH:10]=1)[C:2]1[CH:7]=[CH:6][CH:5]=[CH:4][CH:3]=1. The yield is 0.830. (7) The reactants are [NH2:1][CH:2]([C:4]1[N:9]([C:10]2[CH:15]=[CH:14][CH:13]=[CH:12][CH:11]=2)[C:8](=[O:16])[N:7]2[C:17]([Cl:20])=[CH:18][N:19]=[C:6]2[CH:5]=1)[CH3:3].CCN(C(C)C)C(C)C.Cl[C:31]1[N:39]=[CH:38][N:37]=[C:36]2[C:32]=1[N:33]=[CH:34][NH:35]2. The catalyst is CCCCO. The product is [N:39]1[C:31]([NH:1][CH:2]([C:4]2[N:9]([C:10]3[CH:15]=[CH:14][CH:13]=[CH:12][CH:11]=3)[C:8](=[O:16])[N:7]3[C:17]([Cl:20])=[CH:18][N:19]=[C:6]3[CH:5]=2)[CH3:3])=[C:32]2[C:36]([NH:35][CH:34]=[N:33]2)=[N:37][CH:38]=1. The yield is 0.0900. (8) The reactants are Br[C:2]1[CH:7]=[CH:6][CH:5]=[CH:4][C:3]=1[NH:8][C:9](=[O:19])[O:10][CH:11]1[CH:16]2[CH2:17][CH2:18][N:13]([CH2:14][CH2:15]2)[CH2:12]1.[C:20]1(B(O)O)[CH:25]=[CH:24][CH:23]=[CH:22][CH:21]=1. No catalyst specified. The product is [C:2]1([C:20]2[CH:25]=[CH:24][CH:23]=[CH:22][CH:21]=2)[CH:7]=[CH:6][CH:5]=[CH:4][C:3]=1[NH:8][C:9](=[O:19])[O:10][CH:11]1[CH:16]2[CH2:17][CH2:18][N:13]([CH2:14][CH2:15]2)[CH2:12]1. The yield is 0.870. (9) The reactants are [NH2:1][CH2:2][C:3]([OH:5])=[O:4].C[N+:7]([CH3:10])(C)C.[OH-].[C:12](#[N:15])[CH:13]=[CH2:14].Cl.[CH3:17][C:18](C)=O. The catalyst is O. The product is [C:12]([CH2:13][CH2:14][N:1]([CH2:17][CH2:18][C:10]#[N:7])[CH2:2][C:3]([OH:5])=[O:4])#[N:15]. The yield is 0.993.